From a dataset of Forward reaction prediction with 1.9M reactions from USPTO patents (1976-2016). Predict the product of the given reaction. Given the reactants [C:1]([C:4]1([C:7]2[CH:40]=[CH:39][CH:38]=[CH:37][C:8]=2[CH2:9][CH2:10][C:11]2[C:16]([CH3:17])=[CH:15][N:14]=[C:13]([NH:18][C:19]3[CH:20]=[N:21][N:22]([CH:24]4[CH2:29][CH2:28][N:27](C(OC(C)(C)C)=O)[CH2:26][CH2:25]4)[CH:23]=3)[N:12]=2)[CH2:6][CH2:5]1)(=[O:3])[NH2:2].C(O)(C(F)(F)F)=O, predict the reaction product. The product is: [CH3:17][C:16]1[C:11]([CH2:10][CH2:9][C:8]2[CH:37]=[CH:38][CH:39]=[CH:40][C:7]=2[C:4]2([C:1]([NH2:2])=[O:3])[CH2:5][CH2:6]2)=[N:12][C:13]([NH:18][C:19]2[CH:20]=[N:21][N:22]([CH:24]3[CH2:29][CH2:28][NH:27][CH2:26][CH2:25]3)[CH:23]=2)=[N:14][CH:15]=1.